This data is from Full USPTO retrosynthesis dataset with 1.9M reactions from patents (1976-2016). The task is: Predict the reactants needed to synthesize the given product. (1) Given the product [CH2:14]([O:16][C:17](=[O:27])[CH2:18][C:19]1[C:20](=[O:26])[N:21]([N:1]=[O:2])[CH2:22][CH2:23][C:24]=1[CH3:25])[CH3:15], predict the reactants needed to synthesize it. The reactants are: [N:1](OC(C)(C)C)=[O:2].N1C=CC=CC=1.[CH2:14]([O:16][C:17](=[O:27])[CH2:18][C:19]1[C:20](=[O:26])[NH:21][CH2:22][CH2:23][C:24]=1[CH3:25])[CH3:15]. (2) Given the product [CH2:1]([N:34]([CH2:33][CH2:1][CH2:2][CH2:3][CH2:4][CH2:9][CH3:10])[C:14]1[CH:15]=[C:16]([S:20][C:21]2[CH:26]=[CH:25][C:24]([CH2:27][C:28]([O:30][CH2:31][CH3:32])=[O:29])=[CH:23][CH:22]=2)[CH:17]=[CH:18][CH:19]=1)[CH2:2][CH2:3][CH2:4][CH2:5][CH2:6][CH3:7], predict the reactants needed to synthesize it. The reactants are: [CH:1](=O)[CH2:2][CH2:3][CH2:4][CH2:5][CH2:6][CH3:7].[C:9](O)(=O)[CH3:10].N[C:14]1[CH:15]=[C:16]([S:20][C:21]2[CH:26]=[CH:25][C:24]([CH2:27][C:28]([O:30][CH2:31][CH3:32])=[O:29])=[CH:23][CH:22]=2)[CH:17]=[CH:18][CH:19]=1.[C:33]([BH3-])#[N:34].[Na+]. (3) Given the product [Br:1][C:2]1[CH:3]=[C:4]([F:11])[C:5]([C:6]([OH:12])=[O:7])=[C:8]([F:10])[CH:9]=1, predict the reactants needed to synthesize it. The reactants are: [Br:1][C:2]1[CH:9]=[C:8]([F:10])[C:5]([CH:6]=[O:7])=[C:4]([F:11])[CH:3]=1.[OH:12]OS([O-])=O.[K+]. (4) Given the product [NH2:16][C:13]1[CH:14]=[CH:15][C:3]2[C:2]([CH3:19])([CH3:1])[CH2:8][CH2:7][CH2:6][N:5]([C:9](=[O:11])[CH3:10])[C:4]=2[CH:12]=1, predict the reactants needed to synthesize it. The reactants are: [CH3:1][C:2]1([CH3:19])[CH2:8][CH2:7][CH2:6][N:5]([C:9](=[O:11])[CH3:10])[C:4]2[CH:12]=[C:13]([N+:16]([O-])=O)[CH:14]=[CH:15][C:3]1=2. (5) Given the product [Cl:1][C:2]1[CH:7]=[CH:6][C:5]([C@@H:8]([N:10]2[C:11]([C@H:16]3[CH2:20][CH2:19][CH2:18][NH:17]3)=[N:12][N:13]=[C:14]2[CH3:15])[CH3:9])=[CH:4][CH:3]=1, predict the reactants needed to synthesize it. The reactants are: [Cl:1][C:2]1[CH:7]=[CH:6][C:5]([C@@H:8]([N:10]2[C:14]([CH3:15])=[N:13][N:12]=[C:11]2[C@H:16]2[CH2:20][CH2:19][CH2:18][N:17]2C(OC(C)(C)C)=O)[CH3:9])=[CH:4][CH:3]=1. (6) Given the product [C:14]([O:18][C:19]([N:21]1[CH2:26][CH2:25][CH:24]([NH:27][C:2]2[CH:7]=[N:6][C:5]([N:8]3[CH2:13][CH2:12][O:11][CH2:10][CH2:9]3)=[CH:4][CH:3]=2)[CH2:23][CH2:22]1)=[O:20])([CH3:17])([CH3:15])[CH3:16], predict the reactants needed to synthesize it. The reactants are: Br[C:2]1[CH:3]=[CH:4][C:5]([N:8]2[CH2:13][CH2:12][O:11][CH2:10][CH2:9]2)=[N:6][CH:7]=1.[C:14]([O:18][C:19]([N:21]1[CH2:26][CH2:25][CH:24]([NH2:27])[CH2:23][CH2:22]1)=[O:20])([CH3:17])([CH3:16])[CH3:15].O(C(C)(C)C)[K].C1(P(C2CCCCC2)C2C=CC=CC=2C2C(C(C)C)=CC(C(C)C)=CC=2C(C)C)CCCCC1. (7) Given the product [CH:1]1([NH:7][CH2:8][CH2:10][C:11]2[CH:12]=[C:13]([CH2:17][CH2:18][OH:19])[CH:14]=[CH:15][CH:16]=2)[CH2:2][CH2:3][CH2:4][CH2:5][CH2:6]1, predict the reactants needed to synthesize it. The reactants are: [CH:1]1([NH:7][C:8]([CH2:10][C:11]2[CH:12]=[C:13]([CH2:17][C:18](O)=[O:19])[CH:14]=[CH:15][CH:16]=2)=O)[CH2:6][CH2:5][CH2:4][CH2:3][CH2:2]1. (8) Given the product [CH3:3][CH:2]([NH:4][C:5]1[N:13]=[C:12]2[C:8]([N:9]=[C:10]([NH:21][C:22]3[C:23]([F:30])=[CH:24][C:25]([F:29])=[CH:26][C:27]=3[F:28])[N:11]2[C@H:14]([CH3:20])[CH2:15][CH2:16][C:17]([NH2:19])=[O:18])=[CH:7][N:6]=1)[CH3:1], predict the reactants needed to synthesize it. The reactants are: [CH3:1][CH:2]([NH:4][C:5]1[N:13]=[C:12]2[C:8]([N:9]=[C:10]([NH:21][C:22]3[C:27]([F:28])=[CH:26][C:25]([F:29])=[CH:24][C:23]=3[F:30])[N:11]2[C@@H:14]([CH3:20])[CH2:15][CH2:16][C:17]([NH2:19])=[O:18])=[CH:7][N:6]=1)[CH3:3].CC(NC1N=C2C(N=C(NC3C(F)=CC(F)=CC=3F)N2[C@H](C)CCC(OC)=O)=CN=1)C. (9) Given the product [CH3:16][O:17][C:18]1[CH:19]=[C:20]([C:24]2[C:25]([CH2:26][C:35]([O:36][CH3:37])=[O:32])=[CH:28][CH:29]=[CH:30][N:31]=2)[CH:21]=[CH:22][CH:23]=1, predict the reactants needed to synthesize it. The reactants are: C([Li])CCC.S1CCCSC1[Si](C)(C)C.[CH3:16][O:17][C:18]1[CH:19]=[C:20]([C:24]2[N:31]=[CH:30][CH:29]=[CH:28][C:25]=2[CH:26]=O)[CH:21]=[CH:22][CH:23]=1.[OH2:32].C1[CH2:37][O:36][CH2:35]C1.